From a dataset of Catalyst prediction with 721,799 reactions and 888 catalyst types from USPTO. Predict which catalyst facilitates the given reaction. (1) Reactant: [CH3:1][O:2][C:3](=[O:16])[C:4]1[CH:12]=[C:11]([N+:13]([O-])=O)[CH:10]=[C:6]([C:7]([OH:9])=O)[CH:5]=1.Cl.[CH3:18][N:19](C)[CH2:20][CH2:21][CH2:22]N=C=NCC.ON1C2C=CC=CC=2N=N1.C(NC)CC.C(N(CC)CC)C. Product: [CH3:1][O:2][C:3](=[O:16])[C:4]1[CH:12]=[C:11]([NH2:13])[CH:10]=[C:6]([C:7]([N:19]([CH3:18])[CH2:20][CH2:21][CH3:22])=[O:9])[CH:5]=1. The catalyst class is: 96. (2) Reactant: [F:1][C:2]1[CH:3]=[CH:4][C:5]([CH3:19])=[C:6]([N:8]2[C:12]([OH:13])=[CH:11][C:10]([C:14]([O:16][CH2:17][CH3:18])=[O:15])=[N:9]2)[CH:7]=1.C(N(CC)CC)C.C1C=CC(N([S:34]([C:37]([F:40])([F:39])[F:38])(=[O:36])=[O:35])[S:34]([C:37]([F:40])([F:39])[F:38])(=[O:36])=[O:35])=CC=1. Product: [F:1][C:2]1[CH:3]=[CH:4][C:5]([CH3:19])=[C:6]([N:8]2[C:12]([O:13][S:34]([C:37]([F:40])([F:39])[F:38])(=[O:36])=[O:35])=[CH:11][C:10]([C:14]([O:16][CH2:17][CH3:18])=[O:15])=[N:9]2)[CH:7]=1. The catalyst class is: 7.